Task: Predict the reactants needed to synthesize the given product.. Dataset: Full USPTO retrosynthesis dataset with 1.9M reactions from patents (1976-2016) (1) Given the product [CH2:1]([O:3][C:4](=[O:20])[CH2:5][N:6]1[C:14](=[O:15])[C:13]2[C:8](=[CH:9][CH:10]=[C:11]([NH2:16])[CH:12]=2)[C:7]1=[O:19])[CH3:2], predict the reactants needed to synthesize it. The reactants are: [CH2:1]([O:3][C:4](=[O:20])[CH2:5][N:6]1[C:14](=[O:15])[C:13]2[C:8](=[CH:9][CH:10]=[C:11]([N+:16]([O-])=O)[CH:12]=2)[C:7]1=[O:19])[CH3:2]. (2) Given the product [F:12][C:4]1[CH:5]=[C:32]([CH:11]=[CH:2][C:3]=1[B:22]1[O:23][C:24]([CH3:29])([CH3:30])[C:25]([CH3:27])([CH3:28])[O:26]1)[C:31]([O:34][CH3:37])=[O:33], predict the reactants needed to synthesize it. The reactants are: Br[C:2]1[CH:11]=C[C:5](C(OC)=O)=[C:4]([F:12])[CH:3]=1.[B:22]1([B:22]2[O:26][C:25]([CH3:28])([CH3:27])[C:24]([CH3:30])([CH3:29])[O:23]2)[O:26][C:25]([CH3:28])([CH3:27])[C:24]([CH3:30])([CH3:29])[O:23]1.[C:31]([O-:34])(=[O:33])[CH3:32].[K+].O1CCOC[CH2:37]1. (3) Given the product [F:26][C:25]([F:28])([F:27])[S:22]([O:14][C:8]1[CH2:9][CH2:10][CH2:11][C:12](=[O:13])[C:7]=1[C:1]1[CH:2]=[CH:3][CH:4]=[CH:5][CH:6]=1)(=[O:23])=[O:21], predict the reactants needed to synthesize it. The reactants are: [C:1]1([CH:7]2[C:12](=[O:13])[CH2:11][CH2:10][CH2:9][C:8]2=[O:14])[CH:6]=[CH:5][CH:4]=[CH:3][CH:2]=1.N1C=CC=CC=1.[O:21](S(C(F)(F)F)(=O)=O)[S:22]([C:25]([F:28])([F:27])[F:26])(=O)=[O:23]. (4) The reactants are: [CH3:1][O:2][C:3]([C:5]1([C:8]([OH:10])=O)[CH2:7][CH2:6]1)=[O:4].S(Cl)(Cl)=O.C(N(C(C)C)CC)(C)C.Cl.[NH2:25][CH2:26][C:27]1[C:32]([CH2:33][CH3:34])=[N:31][C:30]2[N:35]([CH2:38][CH3:39])[N:36]=[CH:37][C:29]=2[C:28]=1[NH:40][CH:41]1[CH2:46][CH2:45][O:44][CH2:43][CH2:42]1. Given the product [CH2:38]([N:35]1[C:30]2=[N:31][C:32]([CH2:33][CH3:34])=[C:27]([CH2:26][NH:25][C:8]([C:5]3([C:3]([O:2][CH3:1])=[O:4])[CH2:6][CH2:7]3)=[O:10])[C:28]([NH:40][CH:41]3[CH2:42][CH2:43][O:44][CH2:45][CH2:46]3)=[C:29]2[CH:37]=[N:36]1)[CH3:39], predict the reactants needed to synthesize it. (5) Given the product [Cl:28][C:29]1[CH:34]=[CH:33][C:32]([CH2:35][C:36]([NH:13][C:6]2[C:7]3[C:12](=[CH:11][CH:10]=[CH:9][CH:8]=3)[C:3]([O:2][CH3:1])=[C:4]([S:22][CH2:23][C:24]([O:26][CH3:27])=[O:25])[CH:5]=2)=[O:37])=[CH:31][CH:30]=1, predict the reactants needed to synthesize it. The reactants are: [CH3:1][O:2][C:3]1[C:12]2[C:7](=[CH:8][CH:9]=[CH:10][CH:11]=2)[C:6]([NH:13]S(C2SC=CC=2)(=O)=O)=[CH:5][C:4]=1[S:22][CH2:23][C:24]([O:26][CH3:27])=[O:25].[Cl:28][C:29]1[CH:34]=[CH:33][C:32]([CH2:35][C:36](Cl)=[O:37])=[CH:31][CH:30]=1. (6) The reactants are: Cl.[NH2:2][OH:3].CN(/[CH:7]=[N:8]/[C:9]([C:11]1([C:17]2[CH:22]=[CH:21][CH:20]=[C:19]([S:23][C:24]3[CH:29]=[CH:28][C:27]([N:30]4[C:34](=O)[NH:33][C:32]([CH3:36])=[N:31]4)=[CH:26][CH:25]=3)[CH:18]=2)[CH2:16][CH2:15]O[CH2:13][CH2:12]1)=O)C.[C:37]([OH:40])(=O)C.[C:41](OCC)(=O)C.[OH-:47].[Na+]. Given the product [CH3:34][N:33]1[C:32]([CH3:36])=[N:31][N:30]([C:27]2[CH:26]=[CH:25][C:24]([S:23][C:19]3[CH:20]=[CH:21][CH:22]=[C:17]([C:11]4([C:9]5[O:3][N:2]=[C:7]([CH3:41])[N:8]=5)[CH2:12][CH2:13][O:47][CH2:15][CH2:16]4)[CH:18]=3)=[CH:29][CH:28]=2)[C:37]1=[O:40], predict the reactants needed to synthesize it.